This data is from Reaction yield outcomes from USPTO patents with 853,638 reactions. The task is: Predict the reaction yield, written as a fraction of the theoretical maximum amount of product (1.0 means a 100% yield; for example, 0.34 means a 34% yield). (1) The yield is 0.950. The catalyst is CC(O)C. The product is [ClH:15].[CH:1]([O:4][C:5](=[O:43])[C@H:6]([CH2:18][C:19]1[CH:20]=[CH:21][C:22]([N:25]2[C:34](=[O:35])[C:33]3[C:28](=[CH:29][CH:30]=[C:31]([CH2:36][NH:37][CH3:38])[CH:32]=3)[N:27]([CH3:41])[C:26]2=[O:42])=[CH:23][CH:24]=1)[NH:7][C:8](=[O:17])[C:9]1[C:14]([Cl:15])=[CH:13][CH:12]=[CH:11][C:10]=1[Cl:16])([CH3:3])[CH3:2]. The reactants are [CH:1]([O:4][C:5](=[O:43])[C@H:6]([CH2:18][C:19]1[CH:24]=[CH:23][C:22]([N:25]2[C:34](=[O:35])[C:33]3[C:28](=[CH:29][CH:30]=[C:31]([CH2:36][N:37](C=O)[CH3:38])[CH:32]=3)[N:27]([CH3:41])[C:26]2=[O:42])=[CH:21][CH:20]=1)[NH:7][C:8](=[O:17])[C:9]1[C:14]([Cl:15])=[CH:13][CH:12]=[CH:11][C:10]=1[Cl:16])([CH3:3])[CH3:2].C(Cl)(=O)C.C(OC(C)C)(=O)C. (2) The product is [F:27][C:22]1[CH:23]=[CH:24][CH:25]=[CH:26][C:21]=1[NH:20][C:18](=[O:19])[CH2:17][N:10]1[C:11]2[C:16](=[CH:15][CH:14]=[CH:13][CH:12]=2)[C:8]2([C:6]3[CH:7]=[C:2]([C:50]4[CH:51]=[N:40][CH:47]=[CH:48][CH:49]=4)[CH:3]=[CH:4][C:5]=3[O:30][CH2:29]2)[C:9]1=[O:28]. The yield is 0.550. No catalyst specified. The reactants are Br[C:2]1[CH:3]=[CH:4][C:5]2[O:30][CH2:29][C:8]3([C:16]4[C:11](=[CH:12][CH:13]=[CH:14][CH:15]=4)[N:10]([CH2:17][C:18]([NH:20][C:21]4[CH:26]=[CH:25][CH:24]=[CH:23][C:22]=4[F:27])=[O:19])[C:9]3=[O:28])[C:6]=2[CH:7]=1.BrC1C=CC2C3(COC=2C=1)C1C(=CC=CC=1)[N:40]([CH2:47][CH2:48][CH2:49][CH2:50][CH3:51])C3=O. (3) The catalyst is CS(C)=O. The product is [CH2:13]([O:10][CH2:9][C:2]1[CH:3]=[CH:4][CH:5]=[C:6]([CH2:7][OH:8])[N:1]=1)[C:14]1[CH:19]=[CH:18][CH:17]=[CH:16][CH:15]=1. The reactants are [N:1]1[C:6]([CH2:7][OH:8])=[CH:5][CH:4]=[CH:3][C:2]=1[CH2:9][OH:10].[OH-].[K+].[CH2:13](Br)[C:14]1[CH:19]=[CH:18][CH:17]=[CH:16][CH:15]=1. The yield is 0.390. (4) The reactants are [CH3:1][N:2]1[CH:6]=[C:5]([C:7]2[CH:12]=[CH:11][C:10]([OH:13])=[C:9]([N+:14]([O-:16])=[O:15])[CH:8]=2)[CH:4]=[N:3]1.[Br:17]Br. The catalyst is C(O)(=O)C.O. The product is [Br:17][C:11]1[CH:12]=[C:7]([C:5]2[CH:4]=[N:3][N:2]([CH3:1])[CH:6]=2)[CH:8]=[C:9]([N+:14]([O-:16])=[O:15])[C:10]=1[OH:13]. The yield is 0.850. (5) The reactants are [F:1][C:2]1[CH:3]=[CH:4][C:5]([C:21](=[O:30])[C:22]2[CH:27]=[CH:26][CH:25]=[CH:24][C:23]=2[O:28][CH3:29])=[C:6]([NH:8][C:9](=[O:20])[NH:10][C:11]2[S:12][CH:13]=[C:14]([CH2:16][C:17](O)=[O:18])[N:15]=2)[CH:7]=1.[CH3:31][NH2:32].C1COCC1. No catalyst specified. The product is [F:1][C:2]1[CH:3]=[CH:4][C:5]([C:21](=[O:30])[C:22]2[CH:27]=[CH:26][CH:25]=[CH:24][C:23]=2[O:28][CH3:29])=[C:6]([NH:8][C:9](=[O:20])[NH:10][C:11]2[S:12][CH:13]=[C:14]([CH2:16][C:17]([NH:32][CH3:31])=[O:18])[N:15]=2)[CH:7]=1. The yield is 0.650. (6) The reactants are [CH3:1][O:2][C:3](=[O:18])[C:4]1[CH:9]=[CH:8][CH:7]=[C:6]([O:10][CH2:11][CH:12]2[CH2:17][CH2:16][NH:15][CH2:14][CH2:13]2)[CH:5]=1.[CH3:19][C:20]([CH3:22])=O.C(O)(=O)C.[BH-](OC(C)=O)(OC(C)=O)OC(C)=O.[Na+]. The catalyst is C1COCC1.C(Cl)Cl. The product is [CH3:1][O:2][C:3](=[O:18])[C:4]1[CH:9]=[CH:8][CH:7]=[C:6]([O:10][CH2:11][CH:12]2[CH2:13][CH2:14][N:15]([CH:20]([CH3:22])[CH3:19])[CH2:16][CH2:17]2)[CH:5]=1. The yield is 0.810. (7) The reactants are [S:1](=[C:4]1[N:9]([C:10]([N:12]2[CH2:17][CH2:16][O:15][CH2:14][CH2:13]2)=[O:11])[CH2:8][CH2:7][NH:6][C@@H:5]1[C:18]([O-:20])=O)(=[O:3])=[O:2].[NH2:21]O.Cl. The catalyst is CN(C=O)C. The product is [S:1](=[C:4]1[N:9]([C:10]([N:12]2[CH2:13][CH2:14][O:15][CH2:16][CH2:17]2)=[O:11])[CH2:8][CH2:7][NH:6][C@@H:5]1[C:18]([NH2:21])=[O:20])(=[O:2])=[O:3]. The yield is 0.590.